This data is from Catalyst prediction with 721,799 reactions and 888 catalyst types from USPTO. The task is: Predict which catalyst facilitates the given reaction. (1) Reactant: [CH:1]1([C@@H:4]([C:11]2[CH:16]=[CH:15][CH:14]=[C:13]([O:17][CH2:18][C:19]3[CH:24]=[N:23][C:22]([C:25]4[CH:30]=[C:29]([O:31][CH3:32])[CH:28]=[CH:27][C:26]=4[F:33])=[C:21]([N:34]([CH3:36])[CH3:35])[N:20]=3)[CH:12]=2)[CH2:5][C:6]([O:8]CC)=[O:7])[CH2:3][CH2:2]1.C1([C@@H](C2C=CC=C(OCC3C=NC(C4C=C(OC)C=CC=4F)=C(N(C)C(C)C)N=3)C=2)CC(OCC)=O)CC1.[OH-].[Na+]. The catalyst class is: 30. Product: [CH:1]1([C@@H:4]([C:11]2[CH:16]=[CH:15][CH:14]=[C:13]([O:17][CH2:18][C:19]3[CH:24]=[N:23][C:22]([C:25]4[CH:30]=[C:29]([O:31][CH3:32])[CH:28]=[CH:27][C:26]=4[F:33])=[C:21]([N:34]([CH3:35])[CH3:36])[N:20]=3)[CH:12]=2)[CH2:5][C:6]([OH:8])=[O:7])[CH2:2][CH2:3]1. (2) Reactant: Cl.[CH2:2]([C:4]1[C:5]2[N:6]([C:11]([CH2:14][CH2:15][C:16]3[N:20]([CH3:21])[N:19]=[C:18]([N:22]4[CH2:26][CH2:25][CH2:24][CH2:23]4)[N:17]=3)=[N:12][N:13]=2)[C:7]([CH3:10])=[N:8][CH:9]=1)[CH3:3]. Product: [CH2:2]([C:4]1[C:5]2[N:13]([N:12]=[C:11]([CH2:14][CH2:15][C:16]3[N:20]([CH3:21])[N:19]=[C:18]([N:22]4[CH2:26][CH2:25][CH2:24][CH2:23]4)[N:17]=3)[N:6]=2)[C:7]([CH3:10])=[N:8][CH:9]=1)[CH3:3]. The catalyst class is: 5. (3) Reactant: CC(C)([O-])C.[Na+].C1C=CC(P(C2C(C3C(P(C4C=CC=CC=4)C4C=CC=CC=4)=CC=C4C=3C=CC=C4)=C3C(C=CC=C3)=CC=2)C2C=CC=CC=2)=CC=1.Br[C:54]1[CH:55]=[C:56]2[C:61](=[CH:62][CH:63]=1)[N:60]=[CH:59][N:58]([C:64]1[CH:65]=[C:66]([NH:71][C:72](=[O:84])[C:73]3[CH:78]=[CH:77][CH:76]=[C:75]([C:79]([C:82]#[N:83])([CH3:81])[CH3:80])[CH:74]=3)[CH:67]=[CH:68][C:69]=1[CH3:70])[C:57]2=[O:85].[NH:86]1[CH2:91][CH2:90][O:89][CH2:88][CH2:87]1. Product: [C:82]([C:79]([C:75]1[CH:74]=[C:73]([CH:78]=[CH:77][CH:76]=1)[C:72]([NH:71][C:66]1[CH:67]=[CH:68][C:69]([CH3:70])=[C:64]([N:58]2[C:57](=[O:85])[C:56]3[C:61](=[CH:62][CH:63]=[C:54]([N:86]4[CH2:91][CH2:90][O:89][CH2:88][CH2:87]4)[CH:55]=3)[N:60]=[CH:59]2)[CH:65]=1)=[O:84])([CH3:80])[CH3:81])#[N:83]. The catalyst class is: 102. (4) Reactant: Br[CH2:2][CH:3]1[N:13]2[C:14]3[C:9]([CH:10]=[CH:11][C:12]2=[O:15])=[CH:8][CH:7]=[C:6]([F:16])[C:5]=3[CH2:4]1.BrC1CC2C3=C(C=CC(=O)N3C1)C=CC=2F.[NH:33]1[CH2:38][CH2:37][CH:36]([NH:39][C:40](=[O:46])[O:41][C:42]([CH3:45])([CH3:44])[CH3:43])[CH2:35][CH2:34]1.C(=O)([O-])[O-].[K+].[K+]. Product: [F:16][C:6]1[C:5]2[CH2:4][CH:3]([CH2:2][N:33]3[CH2:34][CH2:35][CH:36]([NH:39][C:40](=[O:46])[O:41][C:42]([CH3:44])([CH3:43])[CH3:45])[CH2:37][CH2:38]3)[N:13]3[C:14]=2[C:9]([CH:10]=[CH:11][C:12]3=[O:15])=[CH:8][CH:7]=1. The catalyst class is: 10.